The task is: Predict the product of the given reaction.. This data is from Forward reaction prediction with 1.9M reactions from USPTO patents (1976-2016). (1) Given the reactants [OH-].[K+].[Br:3][C:4]1[CH:5]=[C:6]2[C:10](=[CH:11][CH:12]=1)[NH:9][N:8]=[CH:7]2.[I:13]I, predict the reaction product. The product is: [Br:3][C:4]1[CH:5]=[C:6]2[C:10](=[CH:11][CH:12]=1)[NH:9][N:8]=[C:7]2[I:13]. (2) Given the reactants [CH3:1][C:2]1[CH:6]=[C:5]([CH3:7])[N:4]([C:8](=[NH:20])[NH:9][S:10]([C:13]2[CH:18]=[CH:17][C:16]([CH3:19])=[CH:15][CH:14]=2)(=[O:12])=[O:11])N=1.CS(O)(=O)=O.[CH:26]1[C:35]2[C:27](=[CH:26][CH:35]=[CH:34][CH:34]=2)[CH:28]=[CH:28][C:27]=1N, predict the reaction product. The product is: [NH2:20][C:8]([NH:4][C:5]1[CH:7]=[CH:34][C:35]2[C:2](=[CH:1][CH:28]=[CH:27][CH:26]=2)[CH:6]=1)=[N:9][S:10]([C:13]1[CH:18]=[CH:17][C:16]([CH3:19])=[CH:15][CH:14]=1)(=[O:12])=[O:11]. (3) Given the reactants Cl[C:2]1[C:11]2=[N:12][N:13](CC3C=CC(OC)=CC=3)[CH:14]=[C:10]2[C:9]2[CH:8]=[CH:7][CH:6]=[CH:5][C:4]=2[N:3]=1.[CH3:24][O:25][C:26](=[O:34])[C:27]1[CH:32]=[CH:31][C:30]([NH2:33])=[CH:29][CH:28]=1.Cl, predict the reaction product. The product is: [CH3:24][O:25][C:26](=[O:34])[C:27]1[CH:32]=[CH:31][C:30]([NH:33][C:2]2[C:11]3=[N:12][NH:13][CH:14]=[C:10]3[C:9]3[CH:8]=[CH:7][CH:6]=[CH:5][C:4]=3[N:3]=2)=[CH:29][CH:28]=1. (4) Given the reactants [Br:1][C:2]1[C:3]([C:12]2[O:13][CH:14]=[CH:15][CH:16]=2)=[N:4][C:5]([NH2:11])=[N:6][C:7]=1S(C)=O.[CH2:17]([NH2:19])[CH3:18], predict the reaction product. The product is: [Br:1][C:2]1[C:7]([NH:19][CH2:17][CH3:18])=[N:6][C:5]([NH2:11])=[N:4][C:3]=1[C:12]1[O:13][CH:14]=[CH:15][CH:16]=1. (5) The product is: [O:12]=[C:8]1[CH2:7][CH2:6][CH2:5][C:4]2[CH:3]=[C:2]([O:1][S:22]([C:25]([F:28])([F:27])[F:26])(=[O:24])=[O:23])[CH:11]=[CH:10][C:9]1=2. Given the reactants [OH:1][C:2]1[CH:3]=[C:4]2[C:9](=[CH:10][CH:11]=1)[C:8](=[O:12])[CH2:7][CH2:6][CH2:5]2.C(Cl)Cl.N1C=CC=CC=1.[S:22](O[S:22]([C:25]([F:28])([F:27])[F:26])(=[O:24])=[O:23])([C:25]([F:28])([F:27])[F:26])(=[O:24])=[O:23], predict the reaction product. (6) Given the reactants C([N:8]1[CH2:21][CH2:20][C:19]2[C:18]3[CH:17]=[C:16]([S:22]([C:25]4[CH:30]=[CH:29][CH:28]=[CH:27][CH:26]=4)(=[O:24])=[O:23])[CH:15]=[CH:14][C:13]=3[N:12]([CH2:31][CH3:32])[C:11]=2[CH2:10][CH2:9]1)C1C=CC=CC=1, predict the reaction product. The product is: [CH2:31]([N:12]1[C:13]2[CH:14]=[CH:15][C:16]([S:22]([C:25]3[CH:30]=[CH:29][CH:28]=[CH:27][CH:26]=3)(=[O:24])=[O:23])=[CH:17][C:18]=2[C:19]2[CH2:20][CH2:21][NH:8][CH2:9][CH2:10][C:11]1=2)[CH3:32]. (7) Given the reactants [CH2:1]([O:3][C:4](=[O:24])[CH2:5][C:6]1[CH:11]=[CH:10][C:9]([O:12][CH3:13])=[C:8]([O:14][C:15]2[CH:20]=[CH:19][C:18]([Cl:21])=[CH:17][C:16]=2[CH:22]=[O:23])[CH:7]=1)[CH3:2].[BH4-].[Na+], predict the reaction product. The product is: [CH2:1]([O:3][C:4](=[O:24])[CH2:5][C:6]1[CH:11]=[CH:10][C:9]([O:12][CH3:13])=[C:8]([O:14][C:15]2[CH:20]=[CH:19][C:18]([Cl:21])=[CH:17][C:16]=2[CH2:22][OH:23])[CH:7]=1)[CH3:2]. (8) Given the reactants [Br:1][C:2]1[CH:3]=[CH:4][C:5]([CH:8]=[CH:9][CH2:10][OH:11])=[N:6][CH:7]=1.[CH2:12](N(CC)CC)[CH3:13].CS(Cl)(=O)=O, predict the reaction product. The product is: [Br:1][C:2]1[CH:3]=[CH:4][C:5]([CH:8]=[CH:9][CH2:10][O:11][CH2:12][CH3:13])=[N:6][CH:7]=1. (9) Given the reactants C1(P(C2CCCCC2)C2CCCCC2)CCCCC1.[F-].[Cs+].[CH2:22]([O:29][C:30]1[CH:31]=[CH:32][C:33]2[C:37]([O:38][C:39]3[CH:53]=[CH:52][C:42]([O:43][CH2:44][CH2:45][N:46]4[CH2:51][CH2:50][CH2:49][CH2:48][CH2:47]4)=[CH:41][CH:40]=3)=[C:36]([C:54]3C=CC(S(C)(=O)=O)=C(F)[CH:55]=3)S[C:34]=2[CH:65]=1)C1C=CC=CC=1.B1(B2OCC(C)(C)CO2)OCC(C)(C)CO1.Br[C:83]1[CH:88]=[CH:87][C:86]([S:89]([CH3:92])(=[O:91])=[O:90])=[C:85]([S:93][CH3:94])[CH:84]=1, predict the reaction product. The product is: [CH3:92][S:89]([C:86]1[CH:87]=[CH:88][C:83]([C:36]2[CH:54]=[CH:55][C:32]3[C:33](=[CH:34][CH:65]=[C:30]([O:29][CH3:22])[CH:31]=3)[C:37]=2[O:38][C:39]2[CH:53]=[CH:52][C:42]([O:43][CH2:44][CH2:45][N:46]3[CH2:47][CH2:48][CH2:49][CH2:50][CH2:51]3)=[CH:41][CH:40]=2)=[CH:84][C:85]=1[S:93][CH3:94])(=[O:91])=[O:90].